This data is from Reaction yield outcomes from USPTO patents with 853,638 reactions. The task is: Predict the reaction yield, written as a fraction of the theoretical maximum amount of product (1.0 means a 100% yield; for example, 0.34 means a 34% yield). (1) The reactants are [NH2:1][C:2]1[CH:11]=[CH:10][C:9]2[NH:8][C:7](=[O:12])[C:6]3[NH:13][CH:14]=[CH:15][C:5]=3[C:4]=2[CH:3]=1.Cl.[CH2:17]([C:19]([OH:21])=[O:20])[CH3:18].[CH:22]1[C:31]2[C:26](=[CH:27][CH:28]=[CH:29][CH:30]=2)[CH:25]=[CH:24][C:23]=1[S:32](Cl)(=[O:34])=[O:33]. No catalyst specified. The product is [CH:22]1[C:31]2[C:26](=[CH:27][CH:28]=[CH:29][CH:30]=2)[CH:25]=[CH:24][C:23]=1[S:32]([NH:1][C:2]1[CH:11]=[CH:10][C:9]2[NH:8][C:7](=[O:12])[C:6]3[NH:13][CH:14]=[CH:15][C:5]=3[C:4]=2[CH:3]=1)(=[O:33])=[O:34].[CH2:17]([C:19]([O-:21])=[O:20])[CH3:18]. The yield is 0.400. (2) The reactants are [Cl:1][C:2]1[CH:10]=[CH:9][CH:8]=[C:7]2[C:3]=1[C:4]([C:17]([OH:19])=O)=[CH:5][N:6]2[CH2:11][CH:12]1[CH2:16][CH2:15][CH2:14][O:13]1.[F:20][C:21]1([F:29])[CH2:26][CH2:25][CH:24]([CH2:27][NH2:28])[CH2:23][CH2:22]1.CN(C(ON1N=NC2C=CC=NC1=2)=[N+](C)C)C.F[P-](F)(F)(F)(F)F. The catalyst is CN(C=O)C. The product is [Cl:1][C:2]1[CH:10]=[CH:9][CH:8]=[C:7]2[C:3]=1[C:4]([C:17]([NH:28][CH2:27][CH:24]1[CH2:25][CH2:26][C:21]([F:29])([F:20])[CH2:22][CH2:23]1)=[O:19])=[CH:5][N:6]2[CH2:11][CH:12]1[CH2:16][CH2:15][CH2:14][O:13]1. The yield is 0.353. (3) The reactants are [C:1]([O:5][C:6]([NH:8][C@H:9]1[CH2:14][CH2:13][C@H:12]([NH:15][C:16]2[C:17]([CH3:26])=[C:18]([CH:23]=[CH:24][CH:25]=2)[C:19]([O:21][CH3:22])=[O:20])[CH2:11][CH2:10]1)=[O:7])([CH3:4])([CH3:3])[CH3:2].[CH:27](=O)[CH3:28].[C:30](O)(=O)C.C(O[BH-](OC(=O)C)OC(=O)C)(=O)C.[Na+]. The catalyst is ClC(Cl)C. The product is [C:1]([O:5][C:6]([N:8]([CH3:30])[C@H:9]1[CH2:14][CH2:13][C@H:12]([N:15]([CH2:27][CH3:28])[C:16]2[C:17]([CH3:26])=[C:18]([CH:23]=[CH:24][CH:25]=2)[C:19]([O:21][CH3:22])=[O:20])[CH2:11][CH2:10]1)=[O:7])([CH3:4])([CH3:3])[CH3:2]. The yield is 0.610. (4) The reactants are [C:1]([O:4][C@@H:5]([C:7]1[N:12]=[C:11](Cl)[CH:10]=[CH:9][N:8]=1)[CH3:6])(=[O:3])[CH3:2].C(N(CC)CC)C.[N:21]1([C:27]2[CH:36]=[N:35][C:34]3[C:29](=[CH:30][CH:31]=[CH:32][CH:33]=3)[N:28]=2)[CH2:26][CH2:25][NH:24][CH2:23][CH2:22]1. The catalyst is C(O)(C)C. The product is [C:1]([O:4][C@@H:5]([C:7]1[N:12]=[C:11]([N:24]2[CH2:25][CH2:26][N:21]([C:27]3[CH:36]=[N:35][C:34]4[C:29](=[CH:30][CH:31]=[CH:32][CH:33]=4)[N:28]=3)[CH2:22][CH2:23]2)[CH:10]=[CH:9][N:8]=1)[CH3:6])(=[O:3])[CH3:2]. The yield is 0.910. (5) The reactants are [CH3:1][O:2][C:3]([C@@H:5]([N:13]1[CH2:21][C:17]2[CH:18]=[CH:19][S:20][C:16]=2[CH2:15][CH2:14]1)[C:6]1[CH:7]=[CH:8][CH:9]=[CH:10][C:11]=1[Cl:12])=[O:4].[S:22](=[O:26])(=[O:25])([OH:24])[OH:23].COC(C)(C)C. The catalyst is C(O)(C)C. The product is [CH3:1][O:2][C:3]([C@@H:5]([N:13]1[CH2:21][C:17]2[CH:18]=[CH:19][S:20][C:16]=2[CH2:15][CH2:14]1)[C:6]1[C:11]([Cl:12])=[CH:10][CH:9]=[CH:8][CH:7]=1)=[O:4].[OH:25][S:22]([OH:26])(=[O:24])=[O:23]. The yield is 0.870. (6) The yield is 0.300. The reactants are Cl[C:2]1[N:7]=[C:6]([S:8][C:9]2[CH:14]=[CH:13][CH:12]=[CH:11][N:10]=2)[CH:5]=[CH:4][N:3]=1.[C:15]1([NH2:22])[CH:20]=[CH:19][CH:18]=[C:17]([NH2:21])[CH:16]=1. The product is [N:10]1[CH:11]=[CH:12][CH:13]=[CH:14][C:9]=1[S:8][C:6]1[CH:5]=[CH:4][N:3]=[C:2]([NH:21][C:17]2[CH:18]=[CH:19][CH:20]=[C:15]([NH2:22])[CH:16]=2)[N:7]=1. No catalyst specified. (7) The reactants are [F:1][C:2]1[CH:3]=[C:4]([CH2:9][C:10](O)=[O:11])[CH:5]=[CH:6][C:7]=1[OH:8].B.CO. The catalyst is C1COCC1. The product is [F:1][C:2]1[CH:3]=[C:4]([CH2:9][CH2:10][OH:11])[CH:5]=[CH:6][C:7]=1[OH:8]. The yield is 0.760. (8) The reactants are [Cl:1][C:2]1[CH:3]=[C:4]([CH:7]=[CH:8][C:9]=1[N:10]1[C:14]2=[N:15][CH:16]=[CH:17][C:18](Cl)=[C:13]2[C:12]([CH:20]([CH3:22])[CH3:21])=[N:11]1)[C:5]#[N:6].C(=O)([O-])[O-:24].[K+].[K+].Cl.[CH3:30][N:31]1[CH:35]=[C:34]([C:36]2[N:37]=[CH:38][NH:39][CH:40]=2)[CH:33]=[N:32]1. The catalyst is CS(C)=O.C(Cl)(Cl)Cl.[Cu]=O. The product is [Cl:1][C:2]1[CH:3]=[C:4]([CH:7]=[CH:8][C:9]=1[N:10]1[C:14]2=[N:15][CH:16]=[CH:17][C:18]([N:39]3[CH:40]=[C:36]([C:34]4[CH:33]=[N:32][N:31]([CH3:30])[CH:35]=4)[N:37]=[CH:38]3)=[C:13]2[C:12]([CH:20]([CH3:22])[CH3:21])=[N:11]1)[C:5]([NH2:6])=[O:24]. The yield is 0.180.